This data is from Peptide-MHC class II binding affinity with 134,281 pairs from IEDB. The task is: Regression. Given a peptide amino acid sequence and an MHC pseudo amino acid sequence, predict their binding affinity value. This is MHC class II binding data. (1) The peptide sequence is SGFIGFCKSMGSKCV. The MHC is DRB5_0101 with pseudo-sequence DRB5_0101. The binding affinity (normalized) is 0.827. (2) The peptide sequence is APYVAWMRATAIQAE. The MHC is DRB1_1302 with pseudo-sequence DRB1_1302. The binding affinity (normalized) is 0.804. (3) The peptide sequence is YVSKMRMATPLLMQA. The MHC is HLA-DQA10501-DQB10201 with pseudo-sequence HLA-DQA10501-DQB10201. The binding affinity (normalized) is 0.479. (4) The peptide sequence is KIPGGAMYADDTAGWDT. The MHC is DRB1_0901 with pseudo-sequence DRB1_0901. The binding affinity (normalized) is 0.123. (5) The peptide sequence is AELMILIATNLLGQN. The MHC is HLA-DQA10101-DQB10501 with pseudo-sequence HLA-DQA10101-DQB10501. The binding affinity (normalized) is 0. (6) The peptide sequence is QEALNIALVAVSLIA. The MHC is H-2-IAb with pseudo-sequence H-2-IAb. The binding affinity (normalized) is 0.383.